From a dataset of NCI-60 drug combinations with 297,098 pairs across 59 cell lines. Regression. Given two drug SMILES strings and cell line genomic features, predict the synergy score measuring deviation from expected non-interaction effect. (1) Drug 1: C1=CC(=C2C(=C1NCCNCCO)C(=O)C3=C(C=CC(=C3C2=O)O)O)NCCNCCO. Drug 2: CN(C(=O)NC(C=O)C(C(C(CO)O)O)O)N=O. Cell line: SR. Synergy scores: CSS=73.3, Synergy_ZIP=0.603, Synergy_Bliss=0.859, Synergy_Loewe=-3.08, Synergy_HSA=2.35. (2) Drug 1: C1C(C(OC1N2C=C(C(=O)NC2=O)F)CO)O. Drug 2: C1=NC2=C(N=C(N=C2N1C3C(C(C(O3)CO)O)F)Cl)N. Cell line: RPMI-8226. Synergy scores: CSS=37.2, Synergy_ZIP=3.37, Synergy_Bliss=3.48, Synergy_Loewe=-13.1, Synergy_HSA=1.91. (3) Drug 1: C1=CC(=CC=C1CC(C(=O)O)N)N(CCCl)CCCl.Cl. Drug 2: CCC(=C(C1=CC=CC=C1)C2=CC=C(C=C2)OCCN(C)C)C3=CC=CC=C3.C(C(=O)O)C(CC(=O)O)(C(=O)O)O. Cell line: SK-MEL-2. Synergy scores: CSS=-1.08, Synergy_ZIP=1.62, Synergy_Bliss=1.78, Synergy_Loewe=-2.11, Synergy_HSA=-2.15. (4) Drug 1: CS(=O)(=O)CCNCC1=CC=C(O1)C2=CC3=C(C=C2)N=CN=C3NC4=CC(=C(C=C4)OCC5=CC(=CC=C5)F)Cl. Drug 2: CC12CCC3C(C1CCC2O)C(CC4=C3C=CC(=C4)O)CCCCCCCCCS(=O)CCCC(C(F)(F)F)(F)F. Cell line: BT-549. Synergy scores: CSS=3.25, Synergy_ZIP=0.982, Synergy_Bliss=1.89, Synergy_Loewe=-1.04, Synergy_HSA=-0.914. (5) Cell line: IGROV1. Drug 1: CC1C(C(CC(O1)OC2CC(CC3=C2C(=C4C(=C3O)C(=O)C5=C(C4=O)C(=CC=C5)OC)O)(C(=O)C)O)N)O.Cl. Drug 2: CC1=C(C(CCC1)(C)C)C=CC(=CC=CC(=CC(=O)O)C)C. Synergy scores: CSS=35.9, Synergy_ZIP=-5.59, Synergy_Bliss=4.04, Synergy_Loewe=-4.08, Synergy_HSA=6.46. (6) Drug 1: C1CCN(CC1)CCOC2=CC=C(C=C2)C(=O)C3=C(SC4=C3C=CC(=C4)O)C5=CC=C(C=C5)O. Drug 2: C1CCC(C(C1)N)N.C(=O)(C(=O)[O-])[O-].[Pt+4]. Cell line: NCI-H322M. Synergy scores: CSS=12.6, Synergy_ZIP=-0.635, Synergy_Bliss=4.43, Synergy_Loewe=0.544, Synergy_HSA=2.21. (7) Synergy scores: CSS=1.41, Synergy_ZIP=-1.77, Synergy_Bliss=-2.28, Synergy_Loewe=-0.851, Synergy_HSA=-1.06. Drug 1: C1CC(=O)NC(=O)C1N2CC3=C(C2=O)C=CC=C3N. Drug 2: C1CN1P(=S)(N2CC2)N3CC3. Cell line: UACC-257. (8) Drug 1: C1=CC=C(C=C1)NC(=O)CCCCCCC(=O)NO. Drug 2: CCN(CC)CCNC(=O)C1=C(NC(=C1C)C=C2C3=C(C=CC(=C3)F)NC2=O)C. Cell line: A549. Synergy scores: CSS=4.65, Synergy_ZIP=-2.66, Synergy_Bliss=0.948, Synergy_Loewe=0.544, Synergy_HSA=1.36. (9) Drug 1: C1CCC(CC1)NC(=O)N(CCCl)N=O. Drug 2: CC1=C2C(C(=O)C3(C(CC4C(C3C(C(C2(C)C)(CC1OC(=O)C(C(C5=CC=CC=C5)NC(=O)C6=CC=CC=C6)O)O)OC(=O)C7=CC=CC=C7)(CO4)OC(=O)C)O)C)OC(=O)C. Cell line: M14. Synergy scores: CSS=37.6, Synergy_ZIP=-0.370, Synergy_Bliss=7.52, Synergy_Loewe=-19.0, Synergy_HSA=6.48.